Dataset: Forward reaction prediction with 1.9M reactions from USPTO patents (1976-2016). Task: Predict the product of the given reaction. The product is: [C:1]([O:5][C:6]([N:8]1[CH2:13][C@H:12]([NH:69][CH2:52][CH2:53][CH3:54])[CH2:11][C@H:10]([C:27](=[O:50])[NH:28][CH2:29][C:30]2([CH2:44][CH2:45][CH2:46][CH2:47][O:48][CH3:49])[C:43]3[CH:42]=[CH:41][CH:40]=[CH:39][C:38]=3[O:37][C:36]3[C:31]2=[CH:32][CH:33]=[CH:34][CH:35]=3)[CH2:9]1)=[O:7])([CH3:2])([CH3:3])[CH3:4]. Given the reactants [C:1]([O:5][C:6]([N:8]1[CH2:13][C@H:12](NS(C2C=CC=CC=2[N+]([O-])=O)(=O)=O)[CH2:11][C@H:10]([C:27](=[O:50])[NH:28][CH2:29][C:30]2([CH2:44][CH2:45][CH2:46][CH2:47][O:48][CH3:49])[C:43]3[CH:42]=[CH:41][CH:40]=[CH:39][C:38]=3[O:37][C:36]3[C:31]2=[CH:32][CH:33]=[CH:34][CH:35]=3)[CH2:9]1)=[O:7])([CH3:4])([CH3:3])[CH3:2].Br[CH2:52][CH2:53][CH3:54].C([O-])([O-])=O.[K+].[K+].C(O)(=O)CS.[Li+].[OH-].C[N:69](C=O)C, predict the reaction product.